Dataset: Forward reaction prediction with 1.9M reactions from USPTO patents (1976-2016). Task: Predict the product of the given reaction. Given the reactants [CH:1]1([C:7]2[C:8]3[CH:9]=[CH:10][C:11]([C:39]([O:41][CH3:42])=[O:40])=[CH:12][C:13]=3[N:14]3[CH2:20][C:19]([C:21]([NH:23][CH2:24][C:25](=[O:32])[CH2:26][CH2:27][C:28]([O:30][CH3:31])=[O:29])=O)=[CH:18][C:17]4[CH:33]=[C:34]([O:37][CH3:38])[CH:35]=[CH:36][C:16]=4[C:15]=23)[CH2:6][CH2:5][CH2:4][CH2:3][CH2:2]1.P(Cl)(Cl)(Cl)=O.C(=O)(O)[O-].[Na+], predict the reaction product. The product is: [CH:1]1([C:7]2[C:8]3[CH:9]=[CH:10][C:11]([C:39]([O:41][CH3:42])=[O:40])=[CH:12][C:13]=3[N:14]3[CH2:20][C:19]([C:21]4[O:32][C:25]([CH2:26][CH2:27][C:28]([O:30][CH3:31])=[O:29])=[CH:24][N:23]=4)=[CH:18][C:17]4[CH:33]=[C:34]([O:37][CH3:38])[CH:35]=[CH:36][C:16]=4[C:15]=23)[CH2:2][CH2:3][CH2:4][CH2:5][CH2:6]1.